From a dataset of Forward reaction prediction with 1.9M reactions from USPTO patents (1976-2016). Predict the product of the given reaction. (1) Given the reactants [C:1]([C:3]1[CH:4]=[C:5]([CH:9]2[C:16]3[CH:15]=[C:14]([C:17]([O:19]C)=[O:18])[NH:13][C:12]=3[CH2:11][CH2:10]2)[CH:6]=[CH:7][CH:8]=1)#[N:2].[OH-].[Li+].C1COCC1, predict the reaction product. The product is: [C:1]([C:3]1[CH:4]=[C:5]([CH:9]2[C:16]3[CH:15]=[C:14]([C:17]([OH:19])=[O:18])[NH:13][C:12]=3[CH2:11][CH2:10]2)[CH:6]=[CH:7][CH:8]=1)#[N:2]. (2) Given the reactants Cl[C:2]([O:4][CH:5]([Cl:7])[CH3:6])=[O:3].CC1(C)[C:13]2([CH2:17]S(O)(=O)=O)[C:14]([CH2:16][CH:10]1[CH2:11][CH2:12]2)=[O:15].N1C=CC=CC=1.C[C@@H]1CCCC[C@H]1O, predict the reaction product. The product is: [CH3:17][C@@H:13]1[CH2:12][CH2:11][CH2:10][CH2:16][C@H:14]1[O:15][C:2](=[O:3])[O:4][CH:5]([Cl:7])[CH3:6]. (3) Given the reactants [Br:1][C:2]1[CH:18]=[CH:17][C:5]2[N:6]=[C:7]([C:9]3[CH:14]=[CH:13][C:12]([O:15]C)=[CH:11][CH:10]=3)[S:8][C:4]=2[CH:3]=1, predict the reaction product. The product is: [Br:1][C:2]1[CH:18]=[CH:17][C:5]2[N:6]=[C:7]([C:9]3[CH:10]=[CH:11][C:12]([OH:15])=[CH:13][CH:14]=3)[S:8][C:4]=2[CH:3]=1. (4) Given the reactants [CH3:1][C:2]1[CH:7]=[C:6]([C:8]#[C:9][C:10]2[N:11]=[C:12]([CH3:15])[NH:13][CH:14]=2)[CH:5]=[CH:4][N:3]=1.[O:16]([CH2:23][CH2:24]Br)[C:17]1[CH:22]=[CH:21][CH:20]=[CH:19][CH:18]=1, predict the reaction product. The product is: [CH3:1][C:2]1[CH:7]=[C:6]([C:8]#[C:9][C:10]2[N:11]=[C:12]([CH3:15])[N:13]([CH2:24][CH2:23][O:16][C:17]3[CH:22]=[CH:21][CH:20]=[CH:19][CH:18]=3)[CH:14]=2)[CH:5]=[CH:4][N:3]=1. (5) Given the reactants [CH3:1][C:2]([CH3:18])([CH3:17])[CH2:3][C@H:4]([CH2:8][C:9]([N:11]1[CH2:16][CH2:15][O:14][CH2:13][CH2:12]1)=[O:10])[C:5]([OH:7])=O.FC(F)(F)C(O)=O.[NH2:26][CH:27]([CH2:37][CH3:38])[C@@H:28]([C:30]1[N:34]=[C:33]([CH2:35][CH3:36])[O:32][N:31]=1)[OH:29].F[P-](F)(F)(F)(F)F.N1(OC(N(C)C)=[N+](C)C)C2N=CC=CC=2N=N1.C(N(C(C)C)CC)(C)C, predict the reaction product. The product is: [CH2:35]([C:33]1[O:32][N:31]=[C:30]([CH:28]([OH:29])[C@@H:27]([NH:26][C:5](=[O:7])[C@@H:4]([CH2:8][C:9]([N:11]2[CH2:16][CH2:15][O:14][CH2:13][CH2:12]2)=[O:10])[CH2:3][C:2]([CH3:1])([CH3:18])[CH3:17])[CH2:37][CH3:38])[N:34]=1)[CH3:36]. (6) Given the reactants [CH3:1][C:2]1[CH:7]=[CH:6][C:5]([N:8]2[N:16]=[C:15]([C:17]([O:19]CC)=[O:18])[C:14]3[CH:13]4[CH2:22][CH:10]([CH2:11][CH2:12]4)[C:9]2=3)=[CH:4][CH:3]=1.[OH-].[K+], predict the reaction product. The product is: [CH3:1][C:2]1[CH:3]=[CH:4][C:5]([N:8]2[N:16]=[C:15]([C:17]([OH:19])=[O:18])[C:14]3[CH:13]4[CH2:22][CH:10]([CH2:11][CH2:12]4)[C:9]2=3)=[CH:6][CH:7]=1.